The task is: Predict the reactants needed to synthesize the given product.. This data is from Full USPTO retrosynthesis dataset with 1.9M reactions from patents (1976-2016). (1) Given the product [CH:25]1([O:1][C:2]2[CH:11]=[C:10]([CH3:12])[C:9]3[C:4](=[CH:5][CH:6]=[CH:7][CH:8]=3)[C:3]=2[CH2:13][N:14]2[CH2:19][CH2:18][CH:17]([C:20]([O:22][CH2:23][CH3:24])=[O:21])[CH2:16][CH2:15]2)[CH2:30][CH2:29][CH2:28][CH2:27][CH2:26]1, predict the reactants needed to synthesize it. The reactants are: [OH:1][C:2]1[CH:11]=[C:10]([CH3:12])[C:9]2[C:4](=[CH:5][CH:6]=[CH:7][CH:8]=2)[C:3]=1[CH2:13][N:14]1[CH2:19][CH2:18][CH:17]([C:20]([O:22][CH2:23][CH3:24])=[O:21])[CH2:16][CH2:15]1.[CH:25]1(O)[CH2:30][CH2:29][CH2:28][CH2:27][CH2:26]1.C1C=CC(P(C2C=CC=CC=2)C2C=CC=CC=2)=CC=1.CC(OC(/N=N/C(OC(C)C)=O)=O)C. (2) The reactants are: F[P-](F)(F)(F)(F)F.C[N+](C)=C(N(C)C)ON1C2N=CC=CC=2N=N1.C(N(CC)C(C)C)(C)C.[NH2:34][C:35]1[N:44]=[C:43]([N:45]2[CH2:50][CH2:49][N:48]([CH3:51])[CH2:47][CH2:46]2)[C:42]2[C:37](=[CH:38][C:39]([C:52](O)=[O:53])=[CH:40][CH:41]=2)[N:36]=1.Cl.[NH2:56][CH:57]1[C:66]2[CH:65]=[C:64]([O:67][CH2:68][C:69]3[CH:70]=[C:71]([CH:74]=[CH:75][CH:76]=3)[C:72]#[N:73])[CH:63]=[CH:62][C:61]=2[CH2:60][CH2:59][CH2:58]1. Given the product [NH2:34][C:35]1[N:44]=[C:43]([N:45]2[CH2:46][CH2:47][N:48]([CH3:51])[CH2:49][CH2:50]2)[C:42]2[C:37](=[CH:38][C:39]([C:52]([NH:56][CH:57]3[C:66]4[C:61](=[CH:62][CH:63]=[C:64]([O:67][CH2:68][C:69]5[CH:76]=[CH:75][CH:74]=[C:71]([C:72]#[N:73])[CH:70]=5)[CH:65]=4)[CH2:60][CH2:59][CH2:58]3)=[O:53])=[CH:40][CH:41]=2)[N:36]=1, predict the reactants needed to synthesize it. (3) Given the product [CH3:28][N:29]([CH3:45])[C:30]1[CH:35]=[CH:34][C:33]([C:2]2[N:11]=[C:10]([NH:12][CH:13]([C:22]3[CH:27]=[CH:26][CH:25]=[CH:24][CH:23]=3)[CH2:14][CH2:15][C:16]3[CH:21]=[CH:20][CH:19]=[CH:18][CH:17]=3)[C:9]3[C:4](=[CH:5][CH:6]=[CH:7][CH:8]=3)[N:3]=2)=[CH:32][CH:31]=1, predict the reactants needed to synthesize it. The reactants are: Cl[C:2]1[N:11]=[C:10]([NH:12][CH:13]([C:22]2[CH:27]=[CH:26][CH:25]=[CH:24][CH:23]=2)[CH2:14][CH2:15][C:16]2[CH:21]=[CH:20][CH:19]=[CH:18][CH:17]=2)[C:9]2[C:4](=[CH:5][CH:6]=[CH:7][CH:8]=2)[N:3]=1.[CH3:28][N:29]([CH3:45])[C:30]1[CH:35]=[CH:34][C:33](B2OC(C)(C)C(C)(C)O2)=[CH:32][CH:31]=1.C1(C(C2C=CC=CN=2)CNC2C3C(=CC=CC=3)N=C(C3C=CC(NS(C)(=O)=O)=CC=3)N=2)C=CC=CC=1.